From a dataset of Full USPTO retrosynthesis dataset with 1.9M reactions from patents (1976-2016). Predict the reactants needed to synthesize the given product. (1) The reactants are: [C:1]1([N:7]2[C:11]([C:12]3[CH:17]=[CH:16][C:15]([CH3:18])=[CH:14][CH:13]=3)=[CH:10][C:9]([CH2:19][CH2:20][CH:21]=O)=[N:8]2)[CH:6]=[CH:5][CH:4]=[CH:3][CH:2]=1.[Cl:23][C:24]1[CH:25]=[C:26]([N:31]2[CH2:36][CH2:35][NH:34][CH2:33][CH2:32]2)[CH:27]=[CH:28][C:29]=1[Cl:30].CCN(C(C)C)C(C)C.[BH-](OC(C)=O)(OC(C)=O)OC(C)=O.[Na+]. Given the product [Cl:23][C:24]1[CH:25]=[C:26]([N:31]2[CH2:36][CH2:35][N:34]([CH2:21][CH2:20][CH2:19][C:9]3[CH:10]=[C:11]([C:12]4[CH:17]=[CH:16][C:15]([CH3:18])=[CH:14][CH:13]=4)[N:7]([C:1]4[CH:6]=[CH:5][CH:4]=[CH:3][CH:2]=4)[N:8]=3)[CH2:33][CH2:32]2)[CH:27]=[CH:28][C:29]=1[Cl:30], predict the reactants needed to synthesize it. (2) The reactants are: [C:1]([C:3]([CH3:24])([CH3:23])[C:4]1[CH:9]=[CH:8][C:7]([NH:10][C:11](=[O:22])[C:12]2[CH:17]=[CH:16][C:15]([O:18][CH3:19])=[C:14]([O:20][CH3:21])[CH:13]=2)=[CH:6][CH:5]=1)#[N:2].NO.C1C=[CH:29][C:30]2[N:35](O)N=NC=2C=1.C(Cl)CCl.C(O)(=[O:43])C. Given the product [CH3:21][O:20][C:14]1[CH:13]=[C:12]([CH:17]=[CH:16][C:15]=1[O:18][CH3:19])[C:11]([NH:10][C:7]1[CH:6]=[CH:5][C:4]([C:3]([CH3:24])([C:1]2[N:35]=[C:30]([CH3:29])[O:43][N:2]=2)[CH3:23])=[CH:9][CH:8]=1)=[O:22], predict the reactants needed to synthesize it. (3) Given the product [C:16]([O:20][C:21](=[O:33])[NH:22][C:23]1[CH:28]=[C:27]([CH3:29])[C:26]([CH2:30][NH:31][C:13]([C:11]2[O:12][C:8]([CH2:1][C:2]3[CH:3]=[CH:4][CH:5]=[CH:6][CH:7]=3)=[N:9][N:10]=2)=[O:15])=[C:25]([CH3:32])[N:24]=1)([CH3:19])([CH3:18])[CH3:17], predict the reactants needed to synthesize it. The reactants are: [CH2:1]([C:8]1[O:12][C:11]([C:13]([OH:15])=O)=[N:10][N:9]=1)[C:2]1[CH:7]=[CH:6][CH:5]=[CH:4][CH:3]=1.[C:16]([O:20][C:21](=[O:33])[NH:22][C:23]1[CH:28]=[C:27]([CH3:29])[C:26]([CH2:30][NH2:31])=[C:25]([CH3:32])[N:24]=1)([CH3:19])([CH3:18])[CH3:17].CN(C(ON1N=NC2C=CC=NC1=2)=[N+](C)C)C.F[P-](F)(F)(F)(F)F.CCN(C(C)C)C(C)C. (4) Given the product [CH3:20][O:19][C:6]1[CH2:5][CH:4]([CH2:3][CH2:2][NH:1][C:28](=[O:35])[C:29]2[CH:34]=[CH:33][CH:32]=[CH:31][CH:30]=2)[C:8](=[O:9])[C:7]=1[C:10]1[C:15]([CH3:16])=[CH:14][C:13]([CH3:17])=[CH:12][C:11]=1[CH3:18], predict the reactants needed to synthesize it. The reactants are: [NH2:1][CH2:2][CH2:3][CH:4]1[C:8](=[O:9])[C:7]([C:10]2[C:15]([CH3:16])=[CH:14][C:13]([CH3:17])=[CH:12][C:11]=2[CH3:18])=[C:6]([O:19][CH3:20])[CH2:5]1.CCN(CC)CC.[C:28](Cl)(=[O:35])[C:29]1[CH:34]=[CH:33][CH:32]=[CH:31][CH:30]=1. (5) Given the product [CH3:13][C:7]1([CH3:14])[C:6]2[CH:15]=[C:2]([C:24]3[CH:23]=[CH:22][C:19]([C:20]#[N:21])=[C:18]([F:25])[CH:17]=3)[CH:3]=[CH:4][C:5]=2[NH:11][C:10](=[O:12])[CH2:9][O:8]1, predict the reactants needed to synthesize it. The reactants are: Br[C:2]1[CH:3]=[CH:4][C:5]2[NH:11][C:10](=[O:12])[CH2:9][O:8][C:7]([CH3:14])([CH3:13])[C:6]=2[CH:15]=1.Br[C:17]1[C:18]([F:25])=[C:19]([CH:22]=[CH:23][CH:24]=1)[C:20]#[N:21].